From a dataset of Full USPTO retrosynthesis dataset with 1.9M reactions from patents (1976-2016). Predict the reactants needed to synthesize the given product. (1) The reactants are: C(=O)([O-])[O-].[Cs+].[Cs+].[Br:7][C:8]1[CH:9]=[C:10]([N+:15]([O-:17])=[O:16])[C:11]([OH:14])=[N:12][CH:13]=1.[CH3:18][O:19][CH2:20][CH2:21]Br.O. Given the product [Br:7][C:8]1[CH:9]=[C:10]([N+:15]([O-:17])=[O:16])[C:11](=[O:14])[N:12]([CH2:21][CH2:20][O:19][CH3:18])[CH:13]=1, predict the reactants needed to synthesize it. (2) Given the product [CH3:8][C:6]1[CH:7]=[C:2]([CH2:50][CH:49]=[CH2:48])[CH:3]=[C:4]([CH3:47])[C:5]=1[NH:9][C:10]([NH:12][C:13]1[CH:14]=[C:15]([C:39]2[CH:44]=[CH:43][C:42]([O:45][CH3:46])=[CH:41][CH:40]=2)[CH:16]=[CH:17][C:18]=1[C:19]([NH:21][C@H:22]([C:29]([O:31][CH2:32][C:33]1[CH:34]=[CH:35][CH:36]=[CH:37][CH:38]=1)=[O:30])[CH2:23][C:24]([O:26][CH2:27][CH3:28])=[O:25])=[O:20])=[O:11], predict the reactants needed to synthesize it. The reactants are: Br[C:2]1[CH:7]=[C:6]([CH3:8])[C:5]([NH:9][C:10]([NH:12][C:13]2[CH:14]=[C:15]([C:39]3[CH:44]=[CH:43][C:42]([O:45][CH3:46])=[CH:41][CH:40]=3)[CH:16]=[CH:17][C:18]=2[C:19]([NH:21][C@H:22]([C:29]([O:31][CH2:32][C:33]2[CH:38]=[CH:37][CH:36]=[CH:35][CH:34]=2)=[O:30])[CH2:23][C:24]([O:26][CH2:27][CH3:28])=[O:25])=[O:20])=[O:11])=[C:4]([CH3:47])[CH:3]=1.[CH2:48]([Sn](CCCC)(CCCC)CC=C)[CH2:49][CH2:50]C. (3) Given the product [P:1]([OH:4])([OH:3])([O:2][CH2:14][O:15][C:16]1[C:21]([CH:22]([CH3:24])[CH3:23])=[CH:20][CH:19]=[CH:18][C:17]=1[C@@H:25]([CH:27]1[CH2:28][CH2:29][CH2:30]1)[CH3:26])=[O:5], predict the reactants needed to synthesize it. The reactants are: [P:1](=[O:5])([OH:4])([OH:3])[OH:2].C(N(CC)CC)C.Cl[CH2:14][O:15][C:16]1[C:21]([CH:22]([CH3:24])[CH3:23])=[CH:20][CH:19]=[CH:18][C:17]=1[C@@H:25]([CH:27]1[CH2:30][CH2:29][CH2:28]1)[CH3:26]. (4) Given the product [C:28]([O:1][C:2]1[CH:3]=[CH:4][C:5]([C:8](=[CH:12][C:13]2[CH:20]=[CH:19][C:16]([CH3:17])=[CH:15][CH:14]=2)[C:9]([OH:11])=[O:10])=[CH:6][CH:7]=1)(=[O:30])[CH3:29], predict the reactants needed to synthesize it. The reactants are: [OH:1][C:2]1[CH:7]=[CH:6][C:5]([CH2:8][C:9]([OH:11])=[O:10])=[CH:4][CH:3]=1.[CH3:12][C:13]1[CH:20]=[CH:19][C:16]([CH:17]=O)=[CH:15][CH:14]=1.C(=O)([O-])[O-].[K+].[K+].Cl.[C:28](OC(=O)C)(=[O:30])[CH3:29]. (5) Given the product [F:40][C:41]([F:46])([F:45])[C:42]([OH:44])=[O:43].[NH:3]1[C:4]2[CH:9]=[CH:8][CH:7]=[CH:6][C:5]=2[N:1]=[C:2]1[C@@H:10]([NH:30][C:31]([NH:33][CH2:34][C:35]([O:37][CH2:38][CH3:39])=[O:36])=[O:32])[CH2:11][C:12]1[CH:17]=[CH:16][C:15]([CH:18]2[S:22](=[O:24])(=[O:23])[NH:21][C:20](=[O:29])[CH2:19]2)=[CH:14][CH:13]=1, predict the reactants needed to synthesize it. The reactants are: [NH:1]1[C:5]2[CH:6]=[CH:7][CH:8]=[CH:9][C:4]=2[N:3]=[C:2]1[C@@H:10]([NH:30][C:31]([NH:33][CH2:34][C:35]([O:37][CH2:38][CH3:39])=[O:36])=[O:32])[CH2:11][C:12]1[CH:17]=[CH:16][C:15]([CH:18]2[S:22](=[O:24])(=[O:23])[N:21](C(C)(C)C)[C:20](=[O:29])[CH2:19]2)=[CH:14][CH:13]=1.[F:40][C:41]([F:46])([F:45])[C:42]([OH:44])=[O:43]. (6) Given the product [NH2:22][CH2:21][C:18]1[CH:17]=[CH:16][C:15](/[CH:14]=[CH:13]\[CH:7]2[CH2:12][CH2:11][CH2:10][CH2:9][CH2:8]2)=[CH:20][N:19]=1, predict the reactants needed to synthesize it. The reactants are: [H-].[Al+3].[Li+].[H-].[H-].[H-].[CH:7]1(/[CH:13]=[CH:14]\[C:15]2[CH:16]=[CH:17][C:18]([C:21]#[N:22])=[N:19][CH:20]=2)[CH2:12][CH2:11][CH2:10][CH2:9][CH2:8]1.[OH-].[Na+]. (7) Given the product [F:31][C:32]1[CH:39]=[CH:38][CH:37]=[C:36]([F:40])[C:33]=1[CH2:34][N:1]1[C:9]2[C:4](=[CH:5][C:6]([NH:10][C:11]3[C:20]4[C:15](=[CH:16][C:17]([O:29][CH3:30])=[CH:18][C:19]=4[O:21][CH:22]4[CH2:23][CH2:24][N:25]([CH3:28])[CH2:26][CH2:27]4)[N:14]=[CH:13][N:12]=3)=[CH:7][CH:8]=2)[CH:3]=[CH:2]1, predict the reactants needed to synthesize it. The reactants are: [NH:1]1[C:9]2[C:4](=[CH:5][C:6]([NH:10][C:11]3[C:20]4[C:15](=[CH:16][C:17]([O:29][CH3:30])=[CH:18][C:19]=4[O:21][CH:22]4[CH2:27][CH2:26][N:25]([CH3:28])[CH2:24][CH2:23]4)[N:14]=[CH:13][N:12]=3)=[CH:7][CH:8]=2)[CH:3]=[CH:2]1.[F:31][C:32]1[CH:39]=[CH:38][CH:37]=[C:36]([F:40])[C:33]=1[CH2:34]Cl. (8) Given the product [CH3:35][C:36]([CH3:41])([CH3:40])[CH2:37][CH2:38][N:8]1[C:7]2[CH:14]=[CH:15][C:4]([N+:1]([O-:3])=[O:2])=[CH:5][C:6]=2[C:11](=[O:12])[O:10][C:9]1=[O:13], predict the reactants needed to synthesize it. The reactants are: [N+:1]([C:4]1[CH:15]=[CH:14][C:7]2[NH:8][C:9](=[O:13])[O:10][C:11](=[O:12])[C:6]=2[CH:5]=1)([O-:3])=[O:2].C1(P(C2C=CC=CC=2)C2C=CC=CC=2)C=CC=CC=1.[CH3:35][C:36]([CH3:41])([CH3:40])[CH2:37][CH2:38]O.N(C(OCC)=O)=NC(OCC)=O.